Predict the reaction yield, written as a fraction of the theoretical maximum amount of product (1.0 means a 100% yield; for example, 0.34 means a 34% yield). From a dataset of Reaction yield outcomes from USPTO patents with 853,638 reactions. (1) The reactants are [C:1]([O:12]CC)(=[O:11])[C:2]([NH:4][C:5]1[CH:10]=[CH:9][CH:8]=[CH:7][CH:6]=1)=[O:3].[OH-].[Na+].Cl.C(OCC)(=O)C. The catalyst is C1COCC1. The product is [C:5]1([NH:4][C:2](=[O:3])[C:1]([OH:12])=[O:11])[CH:6]=[CH:7][CH:8]=[CH:9][CH:10]=1. The yield is 0.680. (2) The reactants are [CH:1]([O:4][C:5](=[O:28])[NH:6][C@@H:7]1[CH2:27][C:10]2[N:11]([CH2:20][C:21]3[CH:26]=[CH:25][CH:24]=[CH:23][N:22]=3)[C:12]3[CH:13]=[CH:14][C:15]([C:18]#N)=[CH:16][C:17]=3[C:9]=2[CH2:8]1)([CH3:3])[CH3:2].C[OH:30]. The catalyst is C(O)=O.O.[Ni].[Al]. The product is [CH:1]([O:4][C:5](=[O:28])[NH:6][C@@H:7]1[CH2:27][C:10]2[N:11]([CH2:20][C:21]3[CH:26]=[CH:25][CH:24]=[CH:23][N:22]=3)[C:12]3[CH:13]=[CH:14][C:15]([CH:18]=[O:30])=[CH:16][C:17]=3[C:9]=2[CH2:8]1)([CH3:2])[CH3:3]. The yield is 0.910. (3) The reactants are [S:1]1[C:5]2[CH:6]=[CH:7][CH:8]=[CH:9][C:4]=2[N:3]=[C:2]1[NH2:10].C(=O)([O-])[O-].[Cs+].[Cs+].[C:17](Cl)(=[O:24])[C:18]1[CH:23]=[CH:22][CH:21]=[CH:20][CH:19]=1. The catalyst is O1CCCC1. The product is [S:1]1[C:5]2[CH:6]=[CH:7][CH:8]=[CH:9][C:4]=2[N:3]=[C:2]1[NH:10][C:17](=[O:24])[C:18]1[CH:23]=[CH:22][CH:21]=[CH:20][CH:19]=1. The yield is 0.710. (4) The reactants are [C:1]([NH:8][CH2:9][CH2:10][C:11]1[CH:17]=[CH:16][C:14]([NH2:15])=[CH:13][CH:12]=1)([O:3][C:4]([CH3:7])([CH3:6])[CH3:5])=[O:2].[C:18]1([C:24]([CH:26]=O)=[O:25])[CH:23]=[CH:22][CH:21]=[CH:20][CH:19]=1.[BH3-]C#N.[Na+]. The catalyst is CO. The product is [C:18]1([CH:24]([OH:25])[CH2:26][NH:15][C:14]2[CH:16]=[CH:17][C:11]([CH2:10][CH2:9][NH:8][C:1]([O:3][C:4]([CH3:6])([CH3:7])[CH3:5])=[O:2])=[CH:12][CH:13]=2)[CH:23]=[CH:22][CH:21]=[CH:20][CH:19]=1. The yield is 0.910. (5) The reactants are [Br:1][C:2]1[CH:3]=[C:4]2[C:12](=[CH:13][CH:14]=1)[N:11]([C:15]([O:17][C:18]([CH3:21])([CH3:20])[CH3:19])=[O:16])[C:10]1[CH2:9][CH2:8][CH:7]([CH3:22])[CH2:6][C:5]2=1. The catalyst is C1C=CC=CC=1. The product is [Br:1][C:2]1[CH:14]=[CH:13][C:12]2[N:11]([C:15]([O:17][C:18]([CH3:21])([CH3:20])[CH3:19])=[O:16])[C:10]3[C:5]([C:4]=2[CH:3]=1)=[CH:6][C:7]([CH3:22])=[CH:8][CH:9]=3. The yield is 8.30. (6) The reactants are [ClH:1].[CH2:2]([O:9][C:10]1[C:11]([NH:17][C:18]2[S:19][CH:20]=[C:21]([CH3:23])[N:22]=2)=[N:12][CH:13]=[C:14](Br)[CH:15]=1)[C:3]1[CH:8]=[CH:7][CH:6]=[CH:5][CH:4]=1.[Li]C.C([Li])CCC.[N:31]1[CH:36]=[CH:35][CH:34]=[CH:33][C:32]=1[S:37][S:37][C:32]1[CH:33]=[CH:34][CH:35]=[CH:36][N:31]=1. No catalyst specified. The product is [ClH:1].[ClH:1].[CH2:2]([O:9][C:10]1[C:11]([NH:17][C:18]2[S:19][CH:20]=[C:21]([CH3:23])[N:22]=2)=[N:12][CH:13]=[C:14]([S:37][C:32]2[CH:33]=[CH:34][CH:35]=[CH:36][N:31]=2)[CH:15]=1)[C:3]1[CH:8]=[CH:7][CH:6]=[CH:5][CH:4]=1. The yield is 0.364. (7) The reactants are C(OC([N:8]1[C:16]2[C:11](=[CH:12][C:13]([N:17](C(OC(C)(C)C)=O)[C:18]3[CH:23]=[CH:22][N:21]=[C:20]([C:24]4[CH:29]=[CH:28][CH:27]=[C:26]([O:30][CH2:31][CH:32]5[CH2:37][CH2:36][N:35](C(OC(C)(C)C)=O)[CH2:34][CH2:33]5)[CH:25]=4)[N:19]=3)=[CH:14][CH:15]=2)[CH:10]=[N:9]1)=O)(C)(C)C. The catalyst is Cl.CCOCC.O. The product is [NH:35]1[CH2:36][CH2:37][CH:32]([CH2:31][O:30][C:26]2[CH:25]=[C:24]([C:20]3[N:19]=[C:18]([NH:17][C:13]4[CH:12]=[C:11]5[C:16](=[CH:15][CH:14]=4)[NH:8][N:9]=[CH:10]5)[CH:23]=[CH:22][N:21]=3)[CH:29]=[CH:28][CH:27]=2)[CH2:33][CH2:34]1. The yield is 0.350. (8) The reactants are Cl[C:2]1[NH:3][C:4]([C:12]2[CH:17]=[CH:16][CH:15]=[CH:14][CH:13]=2)=[C:5]([F:11])[C:6]=1[C:7]([O:9][CH3:10])=[O:8].C(N(CC)CC)C. The catalyst is CO.[C].[Pd]. The product is [F:11][C:5]1[C:6]([C:7]([O:9][CH3:10])=[O:8])=[CH:2][NH:3][C:4]=1[C:12]1[CH:17]=[CH:16][CH:15]=[CH:14][CH:13]=1. The yield is 0.870. (9) The reactants are [CH2:1]([O:3][C:4]([C@H:6]1[CH2:11][CH2:10][CH2:9][NH:8][C@H:7]1[C:12]1[CH:17]=[CH:16][C:15]([NH:18][C:19]([O:21][C:22]([CH3:25])([CH3:24])[CH3:23])=[O:20])=[CH:14][CH:13]=1)=[O:5])[CH3:2].[F:26][C:27]1[CH:35]=[CH:34][CH:33]=[C:32]([CH3:36])[C:28]=1[C:29](O)=[O:30].CCN(CC)CC.CN(C(ON1N=NC2C=CC=NC1=2)=[N+](C)C)C.F[P-](F)(F)(F)(F)F. The catalyst is CN(C=O)C.O. The product is [C:22]([O:21][C:19]([NH:18][C:15]1[CH:14]=[CH:13][C:12]([C@H:7]2[C@@H:6]([C:4]([O:3][CH2:1][CH3:2])=[O:5])[CH2:11][CH2:10][CH2:9][N:8]2[C:29](=[O:30])[C:28]2[C:32]([CH3:36])=[CH:33][CH:34]=[CH:35][C:27]=2[F:26])=[CH:17][CH:16]=1)=[O:20])([CH3:24])([CH3:23])[CH3:25]. The yield is 1.00. (10) The reactants are [CH:1]([O:4][C:5](=[O:32])[NH:6][C@@H:7]1[CH2:31][C:10]2[N:11]([CH2:20][C:21]3[C:26]([O:27]CC=C)=[CH:25][CH:24]=[CH:23][N:22]=3)[C:12]3[CH:13]=[CH:14][C:15]([C:18]#[N:19])=[CH:16][C:17]=3[C:9]=2[CH2:8]1)([CH3:3])[CH3:2].O1CCOCC1.C(N(CC)CC)C.C(O)=O. The catalyst is CN1C(=O)CCC1.C1C=CC([P]([Pd]([P](C2C=CC=CC=2)(C2C=CC=CC=2)C2C=CC=CC=2)([P](C2C=CC=CC=2)(C2C=CC=CC=2)C2C=CC=CC=2)[P](C2C=CC=CC=2)(C2C=CC=CC=2)C2C=CC=CC=2)(C2C=CC=CC=2)C2C=CC=CC=2)=CC=1.O. The product is [CH:1]([O:4][C:5](=[O:32])[NH:6][C@@H:7]1[CH2:31][C:10]2[N:11]([CH2:20][C:21]3[C:26]([OH:27])=[CH:25][CH:24]=[CH:23][N:22]=3)[C:12]3[CH:13]=[CH:14][C:15]([C:18]#[N:19])=[CH:16][C:17]=3[C:9]=2[CH2:8]1)([CH3:3])[CH3:2]. The yield is 0.860.